Predict the product of the given reaction. From a dataset of Forward reaction prediction with 1.9M reactions from USPTO patents (1976-2016). (1) Given the reactants [NH2:1][C:2]1[O:3][CH2:4][C:5]2([C:19]3[C:14](=[N:15][CH:16]=[C:17]([C:20]#[C:21][C:22]([CH3:25])([OH:24])[CH3:23])[CH:18]=3)[O:13][C:12]3[C:7]2=[CH:8][C:9]([Br:27])=[C:10]([F:26])[CH:11]=3)[N:6]=1.[CH3:28]S(O)(=O)=O.C([O-])(O)=O.[Na+], predict the reaction product. The product is: [Br:27][C:9]1[CH:8]=[C:7]2[C:5]3([CH2:4][O:3][C:2]([NH2:1])=[N:6]3)[C:19]3[C:14](=[N:15][CH:16]=[C:17]([C:20]#[C:21][C:22]([O:24][CH3:28])([CH3:23])[CH3:25])[CH:18]=3)[O:13][C:12]2=[CH:11][C:10]=1[F:26]. (2) Given the reactants [CH3:1][O:2][C:3]1[CH:4]=[C:5]([CH:7]=[CH:8][C:9]=1[N:10]1[CH2:15][CH2:14][N:13]([CH:16]2[CH2:19][O:18][CH2:17]2)[CH2:12][CH2:11]1)[NH2:6].[Br:20][C:21]1[N:22]=[C:23](Br)[C:24]2[N:25]([CH:27]=[CH:28][N:29]=2)[CH:26]=1.C(N(C(C)C)CC)(C)C.C(=O)(O)[O-].[Na+], predict the reaction product. The product is: [Br:20][C:21]1[N:22]=[C:23]([NH:6][C:5]2[CH:7]=[CH:8][C:9]([N:10]3[CH2:15][CH2:14][N:13]([CH:16]4[CH2:17][O:18][CH2:19]4)[CH2:12][CH2:11]3)=[C:3]([O:2][CH3:1])[CH:4]=2)[C:24]2[N:25]([CH:27]=[CH:28][N:29]=2)[CH:26]=1. (3) The product is: [CH3:1][C:2]1([CH3:25])[C:11]2[C:6](=[CH:7][CH:8]=[C:9]([C:12]([F:15])([F:13])[F:14])[CH:10]=2)[NH:5][CH:4]([C:16]2[CH:17]=[C:18]([NH2:22])[CH:19]=[CH:20][CH:21]=2)[CH2:3]1. Given the reactants [CH3:1][C:2]1([CH3:25])[C:11]2[C:6](=[CH:7][CH:8]=[C:9]([C:12]([F:15])([F:14])[F:13])[CH:10]=2)[NH:5][CH:4]([C:16]2[CH:21]=[CH:20][CH:19]=[C:18]([N+:22]([O-])=O)[CH:17]=2)[CH2:3]1, predict the reaction product. (4) Given the reactants [C:1]([C:4]1[C:5]([C:26]2[CH:35]=[CH:34][C:29]([C:30]([O:32]C)=[O:31])=[CH:28][CH:27]=2)=[N:6][C:7]2[N:8]([N:11]=[CH:12][C:13]=2[C:14]2[CH:15]=[N:16][C:17]([C:20]3[CH:25]=[CH:24][CH:23]=[CH:22][CH:21]=3)=[CH:18][CH:19]=2)[C:9]=1[NH2:10])(=[O:3])[CH3:2].[Li+].[OH-], predict the reaction product. The product is: [C:1]([C:4]1[C:5]([C:26]2[CH:27]=[CH:28][C:29]([C:30]([OH:32])=[O:31])=[CH:34][CH:35]=2)=[N:6][C:7]2[N:8]([N:11]=[CH:12][C:13]=2[C:14]2[CH:15]=[N:16][C:17]([C:20]3[CH:25]=[CH:24][CH:23]=[CH:22][CH:21]=3)=[CH:18][CH:19]=2)[C:9]=1[NH2:10])(=[O:3])[CH3:2].